This data is from Forward reaction prediction with 1.9M reactions from USPTO patents (1976-2016). The task is: Predict the product of the given reaction. (1) Given the reactants [Cl:1][C:2]1[CH:7]=[CH:6][C:5]([C:8]2[CH:9]=[C:10]([C:19]([CH3:23])([CH3:22])[CH2:20][NH2:21])[O:11][C:12]=2[C:13]2[CH:18]=[CH:17][N:16]=[CH:15][CH:14]=2)=[CH:4][C:3]=1[OH:24].[N:25]1([CH2:31][C:32](O)=[O:33])[CH2:30][CH2:29][O:28][CH2:27][CH2:26]1, predict the reaction product. The product is: [Cl:1][C:2]1[CH:7]=[CH:6][C:5]([C:8]2[CH:9]=[C:10]([C:19]([CH3:22])([CH3:23])[CH2:20][NH:21][C:32](=[O:33])[CH2:31][N:25]3[CH2:30][CH2:29][O:28][CH2:27][CH2:26]3)[O:11][C:12]=2[C:13]2[CH:14]=[CH:15][N:16]=[CH:17][CH:18]=2)=[CH:4][C:3]=1[OH:24]. (2) Given the reactants [Cl:1][C:2]1[N:6]2[CH:7]=[C:8]([C:15]3[O:16][CH:17]=[CH:18][CH:19]=3)[CH:9]=[C:10]([C:11]([F:14])([F:13])[F:12])[C:5]2=[N:4][C:3]=1[C:20]([NH:22][CH:23]([C:27]1[S:28][CH:29]=[CH:30][CH:31]=1)[C:24](O)=[O:25])=[O:21].[CH3:32][N:33]([CH3:37])[CH2:34][CH2:35][NH2:36], predict the reaction product. The product is: [CH3:32][N:33]([CH3:37])[CH2:34][CH2:35][NH:36][C:24]([CH:23]([NH:22][C:20]([C:3]1[N:4]=[C:5]2[C:10]([C:11]([F:12])([F:14])[F:13])=[CH:9][C:8]([C:15]3[O:16][CH:17]=[CH:18][CH:19]=3)=[CH:7][N:6]2[C:2]=1[Cl:1])=[O:21])[C:27]1[S:28][CH:29]=[CH:30][CH:31]=1)=[O:25]. (3) Given the reactants [F:1][C:2]1[CH:9]=[C:8]([OH:10])[CH:7]=[CH:6][C:3]=1[C:4]#[N:5].Br[CH2:12][C@@:13]([OH:28])([CH3:27])[C:14]([NH:16][C:17]1[CH:22]=[CH:21][C:20]([N+:23]([O-:25])=[O:24])=[C:19]([CH3:26])[CH:18]=1)=[O:15].C([O-])([O-])=O.[K+].[K+], predict the reaction product. The product is: [C:4]([C:3]1[CH:6]=[CH:7][C:8]([O:10][CH2:27][C@@:13]([OH:28])([CH3:12])[C:14]([NH:16][C:17]2[CH:22]=[CH:21][C:20]([N+:23]([O-:25])=[O:24])=[C:19]([CH3:26])[CH:18]=2)=[O:15])=[CH:9][C:2]=1[F:1])#[N:5]. (4) Given the reactants [CH3:1][O:2][C:3]1[CH:8]=[CH:7][C:6]([O:9][CH3:10])=[CH:5][C:4]=1[CH2:11][C:12]([NH:14][C:15]1[CH:20]=[CH:19][CH:18]=[CH:17][C:16]=1I)=O.[NH:22]1CCC[C@H]1C(O)=O.[OH-].[Na+].N, predict the reaction product. The product is: [CH3:1][O:2][C:3]1[CH:8]=[CH:7][C:6]([O:9][CH3:10])=[CH:5][C:4]=1[CH2:11][C:12]1[NH:22][C:16]2[CH:17]=[CH:18][CH:19]=[CH:20][C:15]=2[N:14]=1. (5) Given the reactants Br[C:2]1[CH:3]=[C:4]([CH:8]([N:10]2[C:18]3[C:13](=[CH:14][CH:15]=[CH:16][CH:17]=3)[C:12]([C:19]([NH:21][CH2:22][C:23]3[C:24](=[O:31])[NH:25][C:26]([CH3:30])=[CH:27][C:28]=3[CH3:29])=[O:20])=[C:11]2[CH3:32])[CH3:9])[CH:5]=[CH:6][CH:7]=1.[CH3:33][N:34](C=O)C, predict the reaction product. The product is: [C:33]([C:2]1[CH:3]=[C:4]([CH:8]([N:10]2[C:18]3[C:13](=[CH:14][CH:15]=[CH:16][CH:17]=3)[C:12]([C:19]([NH:21][CH2:22][C:23]3[C:24](=[O:31])[NH:25][C:26]([CH3:30])=[CH:27][C:28]=3[CH3:29])=[O:20])=[C:11]2[CH3:32])[CH3:9])[CH:5]=[CH:6][CH:7]=1)#[N:34]. (6) Given the reactants [Cl:1][C:2]1[CH:10]=[C:9]2[C:5]([C:6](=[O:24])[N:7]([C:13]3[C:22]4[CH2:21][CH2:20][CH2:19][C:18](=O)[C:17]=4[CH:16]=[N:15][CH:14]=3)[C:8]2([CH3:12])[CH3:11])=[CH:4][CH:3]=1.[BH3-]C#[N:27].[Na+].CC([O-])=O.[NH4+], predict the reaction product. The product is: [NH2:27][CH:18]1[C:17]2[CH:16]=[N:15][CH:14]=[C:13]([N:7]3[C:8]([CH3:12])([CH3:11])[C:9]4[C:5](=[CH:4][CH:3]=[C:2]([Cl:1])[CH:10]=4)[C:6]3=[O:24])[C:22]=2[CH2:21][CH2:20][CH2:19]1. (7) Given the reactants [C:1]([O:7][CH2:8][N:9]1[C:13]2[N:14]=[N:15][CH:16]=[C:17]([C:18]3[CH:19]=[N:20][NH:21][CH:22]=3)[C:12]=2[CH:11]=[CH:10]1)(=[O:6])[C:2]([CH3:5])([CH3:4])[CH3:3].[CH2:23]1[CH2:33][CH2:32][N:31]2[C:26](=NCCC2)[CH2:25][CH2:24]1.[C:34](#N)C, predict the reaction product. The product is: [C:1]([O:7][CH2:8][N:9]1[C:13]2[N:14]=[N:15][CH:16]=[C:17]([C:18]3[CH:19]=[N:20][N:21]([CH:23]([CH2:24][CH:25]4[CH2:26][CH2:34]4)[CH2:33][C:32]#[N:31])[CH:22]=3)[C:12]=2[CH:11]=[CH:10]1)(=[O:6])[C:2]([CH3:5])([CH3:4])[CH3:3]. (8) Given the reactants [C:1]1([C:16]2[NH:15][C:14]3[C:7](=[CH:8][CH:9]=[C:10]([CH:13]=3)[O:11][CH3:12])[C:6]=2[CH:5]=[CH:4][N:3]=1)[CH3:2].CN(C=O)C.[H-].[Na+].[CH2:24](Br)[C:25]1[CH:30]=[CH:29][CH:28]=[CH:27][CH:26]=1, predict the reaction product. The product is: [CH2:24]([N:15]1[C:16]2[C:1]([CH3:2])=[N:3][CH:4]=[CH:5][C:6]=2[C:7]2[C:14]1=[CH:13][C:10]([O:11][CH3:12])=[CH:9][CH:8]=2)[C:25]1[CH:30]=[CH:29][CH:28]=[CH:27][CH:26]=1.